Task: Predict the reaction yield, written as a fraction of the theoretical maximum amount of product (1.0 means a 100% yield; for example, 0.34 means a 34% yield).. Dataset: Reaction yield outcomes from USPTO patents with 853,638 reactions (1) The reactants are [C:1]1(B(O)O)[CH:6]=[CH:5][CH:4]=[CH:3][CH:2]=1.[C:10]([O:14][C:15]([NH:17][C:18]1[S:26][C:25]2[C:20](=[N:21][C:22](Cl)=[CH:23][CH:24]=2)[C:19]=1[C:28]([O:30][CH2:31][CH3:32])=[O:29])=[O:16])([CH3:13])([CH3:12])[CH3:11].CCN(C(C)C)C(C)C. The catalyst is O1CCOCC1.O.CC(C)([P](C(C)(C)C)([Pd][P](C(C)(C)C)(C(C)(C)C)C(C)(C)C)C(C)(C)C)C. The product is [C:10]([O:14][C:15]([NH:17][C:18]1[S:26][C:25]2[C:20](=[N:21][C:22]([C:1]3[CH:6]=[CH:5][CH:4]=[CH:3][CH:2]=3)=[CH:23][CH:24]=2)[C:19]=1[C:28]([O:30][CH2:31][CH3:32])=[O:29])=[O:16])([CH3:13])([CH3:12])[CH3:11]. The yield is 0.690. (2) The reactants are [C:1]([O:4][C@H:5]1[C@H:10]([O:11][C:12](=[O:14])[CH3:13])[C@H:9]([O:15][C:16](=[O:18])[CH3:17])[C@H:8]([CH3:19])[O:7][C@@H:6]1[N:20]=[N+]=[N-])(=[O:3])[CH3:2]. The catalyst is CCOC(C)=O.[Pd]. The product is [C:1]([O:4][C@H:5]1[C@H:10]([O:11][C:12](=[O:14])[CH3:13])[C@H:9]([O:15][C:16](=[O:18])[CH3:17])[C@H:8]([CH3:19])[O:7][C@@H:6]1[NH2:20])(=[O:3])[CH3:2]. The yield is 1.00. (3) The reactants are [N:1]1[CH:6]=[CH:5][CH:4]=[C:3]([C:7](=O)[CH2:8][C:9]2[CH:13]=[CH:12][S:11][CH:10]=2)[CH:2]=1.[N:15]1[NH:16][N:17]=[N:18][C:19]=1[C:20]1[CH:27]=[CH:26][C:23]([CH:24]=O)=[CH:22][CH:21]=1.[NH2:28][C:29]([NH2:31])=[O:30].Cl. The catalyst is CCO. The product is [N:15]1[NH:16][N:17]=[N:18][C:19]=1[C:20]1[CH:27]=[CH:26][C:23]([CH:24]2[C:8]([C:9]3[CH:13]=[CH:12][S:11][CH:10]=3)=[C:7]([C:3]3[CH:2]=[N:1][CH:6]=[CH:5][CH:4]=3)[NH:31][C:29](=[O:30])[NH:28]2)=[CH:22][CH:21]=1. The yield is 0.350. (4) The reactants are [Br:1][CH2:2][C:3]([C:5]1[CH:14]=[CH:13][C:12]2[C:7](=[CH:8][CH:9]=[CH:10][CH:11]=2)[CH:6]=1)=[O:4].[S:15]1[CH2:19][CH2:18][CH2:17][CH2:16]1. The catalyst is CC(C)=O.O. The product is [Br-:1].[CH:6]1[C:7]2[C:12](=[CH:11][CH:10]=[CH:9][CH:8]=2)[CH:13]=[CH:14][C:5]=1[C:3](=[O:4])[CH2:2][S+:15]1[CH2:19][CH2:18][CH2:17][CH2:16]1. The yield is 0.750. (5) The reactants are [Cl:1][C:2]1[CH:9]=[N:8][CH:7]=[C:6]([C:10]2[CH:15]=[CH:14][C:13]([O:16][C:17]3[CH:22]=[CH:21][CH:20]=[CH:19][CH:18]=3)=[CH:12][CH:11]=2)[C:3]=1[C:4]#[N:5].ClC1C=CC=C(C(OO)=[O:31])C=1. The catalyst is ClCCl. The product is [Cl:1][C:2]1[CH:9]=[N+:8]([O-:31])[CH:7]=[C:6]([C:10]2[CH:11]=[CH:12][C:13]([O:16][C:17]3[CH:18]=[CH:19][CH:20]=[CH:21][CH:22]=3)=[CH:14][CH:15]=2)[C:3]=1[C:4]#[N:5]. The yield is 0.630. (6) The catalyst is C(O)C. The yield is 0.670. The product is [O:2]1[CH:6]=[CH:5][CH:4]=[C:3]1[C:7]1[C:8]2[S:20][CH:19]=[CH:18][C:9]=2[N:10]=[C:11]([C:13]([NH2:1])=[O:14])[N:12]=1. The reactants are [NH3:1].[O:2]1[CH:6]=[CH:5][CH:4]=[C:3]1[C:7]1[C:8]2[S:20][CH:19]=[CH:18][C:9]=2[N:10]=[C:11]([C:13](OCC)=[O:14])[N:12]=1. (7) The reactants are [CH2:1]([O:8][C@:9]1([CH:33]=C)[C@@H:13]([CH2:14][O:15][CH2:16][C:17]2[CH:22]=[CH:21][CH:20]=[CH:19][CH:18]=2)[O:12][C@@H:11]([N:23]2[CH:31]=[C:29]([CH3:30])[C:27](=[O:28])[NH:26][C:24]2=[O:25])[C@H:10]1[OH:32])[C:2]1[CH:7]=[CH:6][CH:5]=[CH:4][CH:3]=1.I([O-])(=O)(=O)=[O:36].[Na+].[BH4-].[Na+]. The catalyst is C1COCC1.O.[Os](=O)(=O)(=O)=O.C(O)(C)(C)C. The product is [CH2:1]([O:8][C@:9]1([CH2:33][OH:36])[C@@H:13]([CH2:14][O:15][CH2:16][C:17]2[CH:22]=[CH:21][CH:20]=[CH:19][CH:18]=2)[O:12][C@@H:11]([N:23]2[CH:31]=[C:29]([CH3:30])[C:27](=[O:28])[NH:26][C:24]2=[O:25])[C@H:10]1[OH:32])[C:2]1[CH:3]=[CH:4][CH:5]=[CH:6][CH:7]=1. The yield is 0.360. (8) The catalyst is CO. The product is [Br:11][CH2:10][CH2:9][C:5]1[CH:4]=[C:3]([O:2][CH3:1])[CH:8]=[CH:7][C:6]=1[I:12]. The yield is 0.900. The reactants are [CH3:1][O:2][C:3]1[CH:4]=[C:5]([CH2:9][CH2:10][Br:11])[CH:6]=[CH:7][CH:8]=1.[I:12]Cl. (9) The product is [Cl:1][C:2]1[C:7]([C:8]2[N:37]=[C:36]([N:30]3[CH2:35][CH2:34][O:33][CH2:32][CH2:31]3)[S:38][C:9]=2[C:10]2[CH:15]=[CH:14][N:13]=[C:12]([Cl:16])[N:11]=2)=[CH:6][CH:5]=[CH:4][C:3]=1[NH:18][S:19]([C:22]1[C:27]([F:28])=[CH:26][CH:25]=[CH:24][C:23]=1[F:29])(=[O:21])=[O:20]. The reactants are [Cl:1][C:2]1[C:7](/[C:8](/O)=[CH:9]\[C:10]2[CH:15]=[CH:14][N:13]=[C:12]([Cl:16])[N:11]=2)=[CH:6][CH:5]=[CH:4][C:3]=1[NH:18][S:19]([C:22]1[C:27]([F:28])=[CH:26][CH:25]=[CH:24][C:23]=1[F:29])(=[O:21])=[O:20].[N:30]1([C:36](=[S:38])[NH2:37])[CH2:35][CH2:34][O:33][CH2:32][CH2:31]1. No catalyst specified. The yield is 0.480. (10) The reactants are F[C:2]1[CH:3]=[C:4]([CH:14]=[CH:15][C:16]=1[N+:17]([O-:19])=[O:18])[O:5][CH2:6][C:7]1[CH:12]=[CH:11][C:10]([CH3:13])=[CH:9][N:8]=1.[Br:20][C:21]1[CH:28]=[CH:27][C:24]([CH2:25][NH2:26])=[CH:23][CH:22]=1.CCN(C(C)C)C(C)C. The catalyst is C(#N)C. The product is [Br:20][C:21]1[CH:28]=[CH:27][C:24]([CH2:25][NH:26][C:2]2[CH:3]=[C:4]([O:5][CH2:6][C:7]3[CH:12]=[CH:11][C:10]([CH3:13])=[CH:9][N:8]=3)[CH:14]=[CH:15][C:16]=2[N+:17]([O-:19])=[O:18])=[CH:23][CH:22]=1. The yield is 0.860.